This data is from Full USPTO retrosynthesis dataset with 1.9M reactions from patents (1976-2016). The task is: Predict the reactants needed to synthesize the given product. (1) Given the product [C:3]([N:7]1[C:11]2=[N:12][CH:13]=[N:14][C:29]([N:28]([CH3:31])[CH3:27])=[C:10]2[C:9]([C:17]2[CH:18]=[CH:19][C:20]([F:23])=[CH:21][CH:22]=2)=[N:8]1)([CH3:6])([CH3:4])[CH3:5], predict the reactants needed to synthesize it. The reactants are: [H-].[Na+].[C:3]([N:7]1[C:11]2=[N:12][CH:13]=[N:14]C(N)=[C:10]2[C:9]([C:17]2[CH:22]=[CH:21][C:20]([F:23])=[CH:19][CH:18]=2)=[N:8]1)([CH3:6])([CH3:5])[CH3:4].CI.O.[CH3:27][N:28]([CH3:31])[CH:29]=O. (2) Given the product [N:13]1([C@H:11]2[CH2:12][C@H:9]([C:7]3[S:8][C:4]4[CH:3]=[C:2]([C:25]5[CH:24]=[N:23][N:22]([CH3:21])[CH:26]=5)[CH:20]=[CH:19][C:5]=4[N:6]=3)[CH2:10]2)[CH2:17][CH2:16][CH2:15][CH2:14][CH2:18][CH2:37]1, predict the reactants needed to synthesize it. The reactants are: Br[C:2]1[CH:20]=[CH:19][C:5]2[N:6]=[C:7]([C@H:9]3[CH2:12][C@H:11]([N:13]4[CH2:17][CH2:16][CH2:15][C@H:14]4[CH3:18])[CH2:10]3)[S:8][C:4]=2[CH:3]=1.[CH3:21][N:22]1[CH:26]=[C:25](B2OC(C)(C)C(C)(C)O2)[CH:24]=[N:23]1.N1C=C(B(O)O)C=N[CH:37]=1. (3) Given the product [CH3:38][C:35]1[CH:34]=[CH:33][C:32]([C:29]2[CH:28]=[CH:27][C:26]([C:24]3[O:23][N:22]=[C:21]([C:18]4[CH:19]=[CH:20][C:15]([CH2:14][NH:8][CH2:9][C:10]([O:12][CH3:13])=[O:11])=[CH:16][CH:17]=4)[N:25]=3)=[CH:31][CH:30]=2)=[CH:37][CH:36]=1, predict the reactants needed to synthesize it. The reactants are: C(OC([N:8]([CH2:14][C:15]1[CH:20]=[CH:19][C:18]([C:21]2[N:25]=[C:24]([C:26]3[CH:31]=[CH:30][C:29]([C:32]4[CH:37]=[CH:36][C:35]([CH3:38])=[CH:34][CH:33]=4)=[CH:28][CH:27]=3)[O:23][N:22]=2)=[CH:17][CH:16]=1)[CH2:9][C:10]([O:12][CH3:13])=[O:11])=O)(C)(C)C.C(O)(C(F)(F)F)=O. (4) Given the product [F:13][C:10]1([F:12])[CH2:9][N:8]([C:14]([O:16][C:17]([CH3:18])([CH3:19])[CH3:20])=[O:15])[C@@H:7]([CH2:6][CH2:5][CH2:4][OH:3])[CH2:11]1, predict the reactants needed to synthesize it. The reactants are: C([O:3][C:4](=O)[CH2:5][CH2:6][C@H:7]1[CH2:11][C:10]([F:13])([F:12])[CH2:9][N:8]1[C:14]([O:16][C:17]([CH3:20])([CH3:19])[CH3:18])=[O:15])C.[H-].[H-].[H-].[H-].[Li+].[Al+3]. (5) Given the product [CH:1]1([CH:4]([C:11]2[CH:16]=[CH:15][CH:14]=[C:13]([O:17][CH2:18][CH:19]3[CH2:24][CH2:23][N:22]([C:25]4[CH:30]=[C:29]([O:31][CH3:32])[CH:28]=[CH:27][C:26]=4[C:33](=[O:42])[N:34]([CH3:44])[C:35]4[CH:40]=[CH:39][CH:38]=[C:37]([CH3:41])[N:36]=4)[CH2:21][CH2:20]3)[CH:12]=2)[CH2:5][C:6]([O:8][CH2:9][CH3:10])=[O:7])[CH2:3][CH2:2]1, predict the reactants needed to synthesize it. The reactants are: [CH:1]1([CH:4]([C:11]2[CH:16]=[CH:15][CH:14]=[C:13]([O:17][CH2:18][CH:19]3[CH2:24][CH2:23][N:22]([C:25]4[CH:30]=[C:29]([O:31][CH3:32])[CH:28]=[CH:27][C:26]=4[C:33](=[O:42])[NH:34][C:35]4[CH:40]=[CH:39][CH:38]=[C:37]([CH3:41])[N:36]=4)[CH2:21][CH2:20]3)[CH:12]=2)[CH2:5][C:6]([O:8][CH2:9][CH3:10])=[O:7])[CH2:3][CH2:2]1.I[CH3:44].[H-].[Na+].O. (6) Given the product [CH3:25][O:24][C:22]([NH:21][C:16]1[CH:17]=[C:18]2[C:13](=[C:14]([C:26]3[C:35]4[C:30](=[CH:31][CH:32]=[CH:33][CH:34]=4)[CH:29]=[CH:28][CH:27]=3)[CH:15]=1)[N:12]=[C:11](/[CH:10]=[CH:9]/[P:4](=[O:3])([OH:8])[OH:5])[CH:20]=[CH:19]2)=[O:23], predict the reactants needed to synthesize it. The reactants are: C([O:3][P:4](/[CH:9]=[CH:10]/[C:11]1[CH:20]=[CH:19][C:18]2[C:13](=[C:14]([C:26]3[C:35]4[C:30](=[CH:31][CH:32]=[CH:33][CH:34]=4)[CH:29]=[CH:28][CH:27]=3)[CH:15]=[C:16]([NH:21][C:22]([O:24][CH3:25])=[O:23])[CH:17]=2)[N:12]=1)(=[O:8])[O:5]CC)C.N1C=CC=CC=1.Br[Si](C)(C)C.C(O)(C)(C)C.